Dataset: Full USPTO retrosynthesis dataset with 1.9M reactions from patents (1976-2016). Task: Predict the reactants needed to synthesize the given product. (1) The reactants are: C(N(CC)CC)C.Br.[OH:9][C:10]1[CH:11]=[C:12]([CH:15]=[CH:16][CH:17]=1)[CH2:13][NH2:14].[NH2:18][C:19]1[N:27]=[CH:26][CH:25]=[CH:24][C:20]=1[C:21](O)=[O:22].CN([P+](ON1N=NC2C=CC=CC1=2)(N(C)C)N(C)C)C.F[P-](F)(F)(F)(F)F. Given the product [OH:9][C:10]1[CH:11]=[C:12]([CH2:13][NH:14][C:21](=[O:22])[C:20]2[CH:24]=[CH:25][CH:26]=[N:27][C:19]=2[NH2:18])[CH:15]=[CH:16][CH:17]=1, predict the reactants needed to synthesize it. (2) Given the product [C:1]([C:3]1[CH:4]=[C:5]([CH:9]=[CH:10][C:11]=1[F:12])[C:6]([Cl:15])=[O:7])#[N:2], predict the reactants needed to synthesize it. The reactants are: [C:1]([C:3]1[CH:4]=[C:5]([CH:9]=[CH:10][C:11]=1[F:12])[C:6](O)=[O:7])#[N:2].S(Cl)([Cl:15])=O. (3) The reactants are: [CH2:1]([N:3]([C:17]1[C:18]([CH3:28])=[N:19][N:20]([C:22]2[CH:23]=[N:24][CH:25]=[CH:26][CH:27]=2)[CH:21]=1)[C:4](=[O:16])[CH2:5][C:6]([OH:15])([C:11]([F:14])([F:13])[F:12])[C:7]([F:10])([F:9])[F:8])[CH3:2].[H-].[Na+].IC.[CH3:33]COC(C)=O.CCCCCC. Given the product [CH2:1]([N:3]([C:17]1[C:18]([CH3:28])=[N:19][N:20]([C:22]2[CH:23]=[N:24][CH:25]=[CH:26][CH:27]=2)[CH:21]=1)[C:4](=[O:16])[CH2:5][C:6]([O:15][CH3:33])([C:7]([F:9])([F:8])[F:10])[C:11]([F:14])([F:12])[F:13])[CH3:2], predict the reactants needed to synthesize it.